This data is from Reaction yield outcomes from USPTO patents with 853,638 reactions. The task is: Predict the reaction yield, written as a fraction of the theoretical maximum amount of product (1.0 means a 100% yield; for example, 0.34 means a 34% yield). (1) The reactants are [CH3:1][C:2]1[C:8]([N+:9]([O-:11])=[O:10])=[CH:7][CH:6]=[CH:5][C:3]=1[NH2:4].[N:12]([O-])=O.[Na+]. The catalyst is C(O)(=O)C.O. The product is [N+:9]([C:8]1[CH:7]=[CH:6][CH:5]=[C:3]2[C:2]=1[CH:1]=[N:12][NH:4]2)([O-:11])=[O:10]. The yield is 0.810. (2) The reactants are [CH2:1]([O:3][C:4]([C:6]([C:9]1[N:10](C(OC(C)(C)C)=O)[C:11]2[C:16]([CH:17]=1)=[CH:15][CH:14]=[CH:13][CH:12]=2)([CH3:8])[CH3:7])=[O:5])[CH3:2]. The catalyst is ClCCl.C(O)(C(F)(F)F)=O. The product is [NH:10]1[C:11]2[C:16](=[CH:15][CH:14]=[CH:13][CH:12]=2)[CH:17]=[C:9]1[C:6]([CH3:7])([CH3:8])[C:4]([O:3][CH2:1][CH3:2])=[O:5]. The yield is 0.780. (3) The reactants are [NH2:1][C:2]1[C:3]([C:19]([O:21]C)=[O:20])=[N:4][C:5]([C:8]2[CH2:9][CH2:10][N:11]([S:14]([CH2:17][CH3:18])(=[O:16])=[O:15])[CH2:12][CH:13]=2)=[CH:6][N:7]=1.[OH-].[Na+].Cl. The catalyst is CO.O. The product is [NH2:1][C:2]1[C:3]([C:19]([OH:21])=[O:20])=[N:4][C:5]([C:8]2[CH2:13][CH2:12][N:11]([S:14]([CH2:17][CH3:18])(=[O:16])=[O:15])[CH2:10][CH:9]=2)=[CH:6][N:7]=1. The yield is 0.650. (4) The reactants are [CH3:1][O:2][CH2:3][C:4](=[O:22])[C:5](=[N:10][NH:11][C:12]1[CH:17]=[CH:16][CH:15]=[C:14]([C:18]([F:21])([F:20])[F:19])[CH:13]=1)[C:6]([O:8][CH3:9])=[O:7].[CH3:23]OC(OC)N(C)C. No catalyst specified. The product is [CH3:1][O:2][C:3]1[C:4](=[O:22])[C:5]([C:6]([O:8][CH3:9])=[O:7])=[N:10][N:11]([C:12]2[CH:17]=[CH:16][CH:15]=[C:14]([C:18]([F:21])([F:19])[F:20])[CH:13]=2)[CH:23]=1. The yield is 0.890. (5) The reactants are Cl.[CH:2]([N:5]1[C:13]2[C:8](=[CH:9][C:10]([C:14]3[O:18][N:17]=[C:16]([C:19]4[C:20]([CH3:29])=[C:21]5[C:26](=[CH:27][CH:28]=4)[CH2:25][NH:24][CH2:23][CH2:22]5)[N:15]=3)=[CH:11][CH:12]=2)[CH:7]=[CH:6]1)([CH3:4])[CH3:3].Br[CH2:31][C:32]([O:34][CH2:35][CH3:36])=[O:33]. No catalyst specified. The product is [CH2:35]([O:34][C:32](=[O:33])[CH2:31][N:24]1[CH2:23][CH2:22][C:21]2[C:26](=[CH:27][CH:28]=[C:19]([C:16]3[N:15]=[C:14]([C:10]4[CH:9]=[C:8]5[C:13](=[CH:12][CH:11]=4)[N:5]([CH:2]([CH3:4])[CH3:3])[CH:6]=[CH:7]5)[O:18][N:17]=3)[C:20]=2[CH3:29])[CH2:25]1)[CH3:36]. The yield is 0.390.